From a dataset of Full USPTO retrosynthesis dataset with 1.9M reactions from patents (1976-2016). Predict the reactants needed to synthesize the given product. (1) Given the product [N:12]1([CH2:17][CH2:18][CH2:19][O:20][C:21]2[CH:26]=[CH:25][C:24]([C:27]3([CH:33]=[O:34])[CH2:28][CH2:29][O:30][CH2:31][CH2:32]3)=[CH:23][CH:22]=2)[CH2:16][CH2:15][CH2:14][CH2:13]1, predict the reactants needed to synthesize it. The reactants are: [Cr](Cl)([O-])(=O)=O.[NH+]1C=CC=CC=1.[N:12]1([CH2:17][CH2:18][CH2:19][O:20][C:21]2[CH:26]=[CH:25][C:24]([C:27]3([CH2:33][OH:34])[CH2:32][CH2:31][O:30][CH2:29][CH2:28]3)=[CH:23][CH:22]=2)[CH2:16][CH2:15][CH2:14][CH2:13]1.S([O-])([O-])(=O)=O.[Mg+2]. (2) Given the product [F:11][C:3]1[CH:4]=[CH:5][C:6]([N+:8]([O-:10])=[O:9])=[CH:7][C:2]=1[B:17]1[O:21][C:20]([CH3:23])([CH3:22])[C:19]([CH3:25])([CH3:24])[O:18]1, predict the reactants needed to synthesize it. The reactants are: Br[C:2]1[CH:7]=[C:6]([N+:8]([O-:10])=[O:9])[CH:5]=[CH:4][C:3]=1[F:11].C([O-])(=O)C.[K+].[B:17]1([B:17]2[O:21][C:20]([CH3:23])([CH3:22])[C:19]([CH3:25])([CH3:24])[O:18]2)[O:21][C:20]([CH3:23])([CH3:22])[C:19]([CH3:25])([CH3:24])[O:18]1. (3) Given the product [O:21]([C:28]1[CH:29]=[CH:30][C:31]([NH:32][N:15]=[C:16]2[C:17]([NH2:18])=[N:42][N:41]=[C:19]2[NH2:20])=[CH:33][CH:34]=1)[C:22]1[CH:23]=[CH:24][CH:25]=[CH:26][CH:27]=1, predict the reactants needed to synthesize it. The reactants are: O(C1C=CC(N[N:15]=[C:16]([C:19]#[N:20])[C:17]#[N:18])=CC=1)C1C=CC=CC=1.[O:21]([C:28]1[CH:34]=[CH:33][C:31]([NH2:32])=[CH:30][CH:29]=1)[C:22]1[CH:27]=[CH:26][CH:25]=[CH:24][CH:23]=1.C(#N)CC#N.O.[NH2:41][NH2:42]. (4) Given the product [CH:1]([N:4]1[C:30](=[O:31])[C:29]2[N:12]3[CH2:13][CH2:14][C:15]4[CH:16]=[C:17]([O:27][CH3:28])[C:18]([C:21]5[CH:22]=[N:23][CH:24]=[CH:25][CH:26]=5)=[CH:19][C:20]=4[C:11]3=[C:10]([C:32]3[S:33][CH:34]=[CH:35][CH:36]=3)[C:9]=2[CH2:8][NH:7][CH2:6][CH2:5]1)([CH3:3])[CH3:2], predict the reactants needed to synthesize it. The reactants are: [CH:1]([N:4]1[C:30](=[O:31])[C:29]2[N:12]3[CH2:13][CH2:14][C:15]4[CH:16]=[C:17]([O:27][CH3:28])[C:18]([C:21]5[CH:22]=[N:23][CH:24]=[CH:25][CH:26]=5)=[CH:19][C:20]=4[C:11]3=[C:10]([C:32]3[S:33][CH:34]=[CH:35][CH:36]=3)[C:9]=2[CH2:8][N:7](C(OC(C)(C)C)=O)[CH2:6][CH2:5]1)([CH3:3])[CH3:2].Cl. (5) Given the product [C:2]([O:22][C@H:12]1[C@H:11]([CH2:23]/[CH:24]=[CH:25]\[CH2:26][CH2:27][CH2:28][C:29]([O:31][CH3:32])=[O:30])[C@@H:10]([CH2:9][O:8][Si:7]([CH3:6])([CH3:37])[C:33]([CH3:34])([CH3:36])[CH3:35])[C@H:14]([O:15][CH:16]2[CH2:21][CH2:20][CH2:19][CH2:18][O:17]2)[CH2:13]1)(=[O:1])[CH3:3], predict the reactants needed to synthesize it. The reactants are: [O:1]1CC[CH2:3][CH2:2]1.[CH3:6][Si:7]([CH3:37])([C:33]([CH3:36])([CH3:35])[CH3:34])[O:8][CH2:9][C@H:10]1[C@H:14]([O:15][CH:16]2[CH2:21][CH2:20][CH2:19][CH2:18][O:17]2)[CH2:13][C@H:12]([OH:22])[C@@H:11]1[CH2:23]/[CH:24]=[CH:25]\[CH2:26][CH2:27][CH2:28][C:29]([O:31][CH3:32])=[O:30].C1(P(C2C=CC=CC=2)C2C=CC=CC=2)C=CC=CC=1.N(C(OCC)=O)=NC(OCC)=O.C1(C)C=CC=CC=1.